This data is from CYP1A2 inhibition data for predicting drug metabolism from PubChem BioAssay. The task is: Regression/Classification. Given a drug SMILES string, predict its absorption, distribution, metabolism, or excretion properties. Task type varies by dataset: regression for continuous measurements (e.g., permeability, clearance, half-life) or binary classification for categorical outcomes (e.g., BBB penetration, CYP inhibition). Dataset: cyp1a2_veith. (1) The compound is CCCCN1C(=O)CCC(C(=O)O)C1c1ccccc1. The result is 0 (non-inhibitor). (2) The drug is CCn1c(SCC(=O)NC(=O)NCc2ccco2)nnc1-c1cccs1. The result is 0 (non-inhibitor). (3) The molecule is COc1ccccc1CN1C(=O)c2ccncc2C1=O. The result is 1 (inhibitor). (4) The compound is CN(C)Cc1cc(C(C)(C)C)ccc1-c1ccc(C(C)(C)C)cc1CN(C)C. The result is 0 (non-inhibitor).